This data is from Full USPTO retrosynthesis dataset with 1.9M reactions from patents (1976-2016). The task is: Predict the reactants needed to synthesize the given product. (1) Given the product [CH2:3]([C:10]1[C:15](=[O:16])[N:14]([C:17]2[CH:22]=[CH:21][CH:20]=[C:19]([CH2:37][C:38]([OH:33])=[O:1])[CH:18]=2)[C:13]2[N:28]=[CH:29][CH:30]=[CH:31][C:12]=2[N:11]=1)[C:4]1[CH:9]=[CH:8][CH:7]=[CH:6][CH:5]=1, predict the reactants needed to synthesize it. The reactants are: [OH-:1].[Na+].[CH2:3]([C:10]1[C:15](=[O:16])[N:14]([C:17]2[CH:22]=[CH:21][CH:20]=[C:19](C(OC)=O)[C:18]=2C)[C:13]2[N:28]=[CH:29][CH:30]=[CH:31][C:12]=2[N:11]=1)[C:4]1[CH:9]=[CH:8][CH:7]=[CH:6][CH:5]=1.Cl.[O:33]1[CH2:38][CH2:37]OCC1. (2) Given the product [CH3:38][O:37][C:35]([CH2:34][C:30]1[CH:29]=[C:28]([CH:33]=[CH:32][CH:31]=1)[O:27][CH2:26][CH2:25][N:22]1[CH2:23][CH2:24][CH:19]([CH2:18][N:4]2[C:3](=[O:2])[NH:11][C:10]3[C:5]2=[N:6][C:7]([O:13][CH2:14][CH2:15][O:16][CH3:17])=[N:8][C:9]=3[NH2:12])[CH2:20][CH2:21]1)=[O:36], predict the reactants needed to synthesize it. The reactants are: C[O:2][C:3]1[N:4]([CH2:18][CH:19]2[CH2:24][CH2:23][N:22]([CH2:25][CH2:26][O:27][C:28]3[CH:33]=[CH:32][CH:31]=[C:30]([CH2:34][C:35]([O:37][CH3:38])=[O:36])[CH:29]=3)[CH2:21][CH2:20]2)[C:5]2[C:10]([N:11]=1)=[C:9]([NH2:12])[N:8]=[C:7]([O:13][CH2:14][CH2:15][O:16][CH3:17])[N:6]=2.S(=O)(=O)(O)O.C(=O)(O)[O-].[Na+].